From a dataset of Reaction yield outcomes from USPTO patents with 853,638 reactions. Predict the reaction yield, written as a fraction of the theoretical maximum amount of product (1.0 means a 100% yield; for example, 0.34 means a 34% yield). (1) The reactants are [NH2:1][C:2]1[C:3]([O:13][CH3:14])=[C:4]([C:10](=[O:12])[CH3:11])[CH:5]=[C:6]([Cl:9])[C:7]=1[CH3:8].Cl[CH2:16][CH2:17][CH2:18][C:19](Cl)=[O:20].CC(C)([O-])C.[K+]. The catalyst is CN(C)C1C=CN=CC=1.O1CCCC1. The product is [C:10]([C:4]1[C:3]([O:13][CH3:14])=[C:2]([N:1]2[CH2:16][CH2:17][CH2:18][C:19]2=[O:20])[C:7]([CH3:8])=[C:6]([Cl:9])[CH:5]=1)(=[O:12])[CH3:11]. The yield is 0.200. (2) The reactants are Cl[C:2]1[CH:7]=[C:6]([C:8]([NH:10][C:11]2[S:12][C:13]([N:21]3[CH2:26][CH2:25][O:24][CH2:23][CH2:22]3)=[C:14]([C:16]3[O:17][CH:18]=[CH:19][CH:20]=3)[N:15]=2)=[O:9])[CH:5]=[CH:4][N:3]=1.[NH:27]1[CH2:32][CH2:31][O:30][CH2:29][CH2:28]1. The catalyst is CN1C(=O)CCC1. The product is [O:17]1[CH:18]=[CH:19][CH:20]=[C:16]1[C:14]1[N:15]=[C:11]([NH:10][C:8]([C:6]2[CH:5]=[CH:4][N:3]=[C:2]([N:27]3[CH2:32][CH2:31][O:30][CH2:29][CH2:28]3)[CH:7]=2)=[O:9])[S:12][C:13]=1[N:21]1[CH2:26][CH2:25][O:24][CH2:23][CH2:22]1. The yield is 0.270. (3) The reactants are Cl.[S:2]1[CH2:6][CH2:5][NH:4][CH:3]1[C:7]([O:9][CH3:10])=[O:8].[N+:11]([C:14]1[CH:22]=[CH:21][C:17]([C:18](Cl)=[O:19])=[CH:16][CH:15]=1)([O-:13])=[O:12]. The catalyst is C(Cl)Cl.CN(C1C=CN=CC=1)C. The product is [N+:11]([C:14]1[CH:15]=[CH:16][C:17]([C:18]([N:4]2[CH2:5][CH2:6][S:2][CH:3]2[C:7]([O:9][CH3:10])=[O:8])=[O:19])=[CH:21][CH:22]=1)([O-:13])=[O:12]. The yield is 0.680. (4) The reactants are F[B-](F)(F)F.N#[O+].[CH3:8][C:9]1[CH:10]=[N:11][CH:12]=[C:13]([CH3:24])[C:14]=1[C:15]1[C:20]([CH3:21])=[CH:19][C:18](N)=[CH:17][C:16]=1[CH3:23].[Na+].[I-:26].[Al].[O-]S([O-])(=S)=O.[Na+].[Na+]. The catalyst is C(#N)C. The product is [I:26][C:18]1[CH:19]=[C:20]([CH3:21])[C:15]([C:14]2[C:9]([CH3:8])=[CH:10][N:11]=[CH:12][C:13]=2[CH3:24])=[C:16]([CH3:23])[CH:17]=1. The yield is 0.720. (5) No catalyst specified. The reactants are [Cl:1][C:2]1[N:7]=[C:6](Cl)[C:5]([I:9])=[CH:4][N:3]=1.[NH2:10][CH2:11][CH2:12][OH:13]. The yield is 0.830. The product is [Cl:1][C:2]1[N:7]=[C:6]([NH:10][CH2:11][CH2:12][OH:13])[C:5]([I:9])=[CH:4][N:3]=1.